From a dataset of CYP3A4 inhibition data for predicting drug metabolism from PubChem BioAssay. Regression/Classification. Given a drug SMILES string, predict its absorption, distribution, metabolism, or excretion properties. Task type varies by dataset: regression for continuous measurements (e.g., permeability, clearance, half-life) or binary classification for categorical outcomes (e.g., BBB penetration, CYP inhibition). Dataset: cyp3a4_veith. The compound is CCCCN(C)Cc1c(C)[nH]c2ccc(Cl)cc2c1=O. The result is 0 (non-inhibitor).